This data is from Full USPTO retrosynthesis dataset with 1.9M reactions from patents (1976-2016). The task is: Predict the reactants needed to synthesize the given product. Given the product [C:1]([O:5][C:6]([N:8]1[CH2:9][CH2:10][CH:11]([C:14]2[CH:15]=[N:16][C:17]([NH2:20])=[CH:18][CH:19]=2)[CH2:12][CH2:13]1)=[O:7])([CH3:4])([CH3:2])[CH3:3], predict the reactants needed to synthesize it. The reactants are: [C:1]([O:5][C:6]([N:8]1[CH2:13][CH:12]=[C:11]([C:14]2[CH:15]=[N:16][C:17]([N+:20]([O-])=O)=[CH:18][CH:19]=2)[CH2:10][CH2:9]1)=[O:7])([CH3:4])([CH3:3])[CH3:2].C(Cl)Cl.